Predict the reactants needed to synthesize the given product. From a dataset of Full USPTO retrosynthesis dataset with 1.9M reactions from patents (1976-2016). Given the product [CH2:8]([NH:12][C:13]1[N:21]=[C:20]2[C:16]([N:17]=[C:18]([O:22][CH3:23])[N:19]2[CH2:26][CH2:27][CH2:28][CH:29]2[CH2:34][CH2:33][CH2:32][CH2:31][O:30]2)=[C:15]([NH2:24])[N:14]=1)[CH2:9][CH2:10][CH3:11], predict the reactants needed to synthesize it. The reactants are: FC(F)(F)C(O)=O.[CH2:8]([NH:12][C:13]1[NH:21][C:20]2[C:16]([N:17]=[C:18]([O:22][CH3:23])[N:19]=2)=[C:15]([NH2:24])[N:14]=1)[CH2:9][CH2:10][CH3:11].Br[CH2:26][CH2:27][CH2:28][CH:29]1[CH2:34][CH2:33][CH2:32][CH2:31][O:30]1.